This data is from Forward reaction prediction with 1.9M reactions from USPTO patents (1976-2016). The task is: Predict the product of the given reaction. (1) Given the reactants Br.[Br:2][CH2:3][C:4]([C:6]1[CH:11]=[CH:10][C:9]([CH2:12][CH3:13])=[CH:8][N:7]=1)=O.Cl.[O:15]([NH2:17])[CH3:16], predict the reaction product. The product is: [CH3:16][O:15][N:17]=[C:4]([C:6]1[CH:11]=[CH:10][C:9]([CH2:12][CH3:13])=[CH:8][N:7]=1)[CH2:3][Br:2]. (2) Given the reactants [CH2:1]([NH:3][C:4]1[CH:9]=[C:8]([O:10][CH3:11])[CH:7]=[CH:6][C:5]=1[C@@H:12]1[CH2:21][CH2:20][C:19]2[CH:18]=[C:17]([O:22]C(=O)C(C)(C)C)[CH:16]=[CH:15][C:14]=2[CH2:13]1)[CH3:2].[CH3:29][N:30]([CH3:45])[C:31]([CH3:44])([CH3:43])[CH2:32][O:33][C:34]1[CH:41]=[CH:40][C:37]([CH:38]=O)=[CH:36][C:35]=1[F:42], predict the reaction product. The product is: [CH3:29][N:30]([CH3:45])[C:31]([CH3:44])([CH3:43])[CH2:32][O:33][C:34]1[CH:41]=[CH:40][C:37]([CH2:38][CH2:2][CH2:1][NH:3][C:4]2[CH:9]=[C:8]([O:10][CH3:11])[CH:7]=[CH:6][C:5]=2[C@@H:12]2[CH2:21][CH2:20][C:19]3[CH:18]=[C:17]([OH:22])[CH:16]=[CH:15][C:14]=3[CH2:13]2)=[CH:36][C:35]=1[F:42]. (3) Given the reactants [Cl:1][C:2]1[CH:14]=[C:13]2[C:5]([C:6]3[C:7](=[O:23])[C:8]4[CH:20]=[CH:19][C:18]([O:21]C)=[CH:17][C:9]=4[C:10]([CH3:16])([CH3:15])[C:11]=3[NH:12]2)=[CH:4][C:3]=1[CH3:24].[Cl-].[NH+]1C=CC=CC=1.O, predict the reaction product. The product is: [Cl:1][C:2]1[CH:14]=[C:13]2[C:5]([C:6]3[C:7](=[O:23])[C:8]4[CH:20]=[CH:19][C:18]([OH:21])=[CH:17][C:9]=4[C:10]([CH3:16])([CH3:15])[C:11]=3[NH:12]2)=[CH:4][C:3]=1[CH3:24]. (4) Given the reactants [OH:1][C:2]1C(OCCC)=CC(C=O)=C[C:3]=1[N+]([O-])=O.[OH:17][C:18]1[CH:19]=[C:20]([CH:23]=[CH:24][C:25]=1[O:26][CH3:27])[CH:21]=[O:22].BrCCO, predict the reaction product. The product is: [OH:1][CH2:2][CH2:3][O:17][C:18]1[CH:19]=[C:20]([CH:23]=[CH:24][C:25]=1[O:26][CH3:27])[CH:21]=[O:22].